This data is from Reaction yield outcomes from USPTO patents with 853,638 reactions. The task is: Predict the reaction yield, written as a fraction of the theoretical maximum amount of product (1.0 means a 100% yield; for example, 0.34 means a 34% yield). (1) The reactants are [N+:1]([C:4]1[S:8][C:7]([C:9]2[O:10][C:11]3[CH:16]=[CH:15][N:14]=[CH:13][C:12]=3[N:17]=2)=[CH:6][CH:5]=1)([O-])=O.[NH4+].[Cl-].C(OCC)(=O)C.CCN(CC)CC. The catalyst is CO.O.[Fe]. The product is [O:10]1[C:11]2[CH:16]=[CH:15][N:14]=[CH:13][C:12]=2[N:17]=[C:9]1[C:7]1[S:8][C:4]([NH2:1])=[CH:5][CH:6]=1. The yield is 0.700. (2) The reactants are Cl[C:2]1[N:7]2[N:8]=[C:9]([CH3:11])[CH:10]=[C:6]2[N:5]=[C:4]([NH:12][C:13](=[O:24])[C:14]2[CH:19]=[CH:18][C:17]([C:20]([OH:23])([CH3:22])[CH3:21])=[CH:16][CH:15]=2)[CH:3]=1.[CH3:25][N:26]([CH3:36])[C:27]1[CH:28]=[C:29](B(O)O)[CH:30]=[CH:31][CH:32]=1.O1CCOCC1. The catalyst is CO.C1(P(C2C=CC=CC=2)[C-]2C=CC=C2)C=CC=CC=1.[C-]1(P(C2C=CC=CC=2)C2C=CC=CC=2)C=CC=C1.[Fe+2].Cl[Pd]Cl. The product is [CH3:25][N:26]([CH3:36])[C:27]1[CH:32]=[C:31]([C:2]2[N:7]3[N:8]=[C:9]([CH3:11])[CH:10]=[C:6]3[N:5]=[C:4]([NH:12][C:13](=[O:24])[C:14]3[CH:19]=[CH:18][C:17]([C:20]([OH:23])([CH3:22])[CH3:21])=[CH:16][CH:15]=3)[CH:3]=2)[CH:30]=[CH:29][CH:28]=1. The yield is 0.260. (3) The reactants are [Br:1][C:2]1[CH:7]=[CH:6][C:5]([CH:8]([OH:14])[CH2:9][NH:10][CH2:11][CH2:12][OH:13])=[CH:4][C:3]=1[F:15].[CH3:16][C:17]([O:20][C:21](O[C:21]([O:20][C:17]([CH3:19])([CH3:18])[CH3:16])=[O:22])=[O:22])([CH3:19])[CH3:18].O. The catalyst is ClCCl. The product is [C:17]([O:20][C:21](=[O:22])[N:10]([CH2:9][CH:8]([C:5]1[CH:6]=[CH:7][C:2]([Br:1])=[C:3]([F:15])[CH:4]=1)[OH:14])[CH2:11][CH2:12][OH:13])([CH3:19])([CH3:18])[CH3:16]. The yield is 0.450. (4) The reactants are [Cl:1][C:2]1[CH:7]=[C:6](Cl)[N:5]=[C:4]([NH2:9])[N:3]=1.[Br-].[CH:11]12[CH2:20][CH:15]3[CH2:16][CH:17]([CH2:19][CH:13]([CH2:14]3)[CH:12]1[Zn+])[CH2:18]2. The catalyst is C1COCC1. The product is [CH:11]12[CH2:20][CH:15]3[CH2:16][CH:17]([CH2:19][CH:13]([CH2:14]3)[CH:12]1[C:6]1[CH:7]=[C:2]([Cl:1])[N:3]=[C:4]([NH2:9])[N:5]=1)[CH2:18]2. The yield is 0.0700.